Dataset: NCI-60 drug combinations with 297,098 pairs across 59 cell lines. Task: Regression. Given two drug SMILES strings and cell line genomic features, predict the synergy score measuring deviation from expected non-interaction effect. (1) Drug 1: CC1C(C(CC(O1)OC2CC(OC(C2O)C)OC3=CC4=CC5=C(C(=O)C(C(C5)C(C(=O)C(C(C)O)O)OC)OC6CC(C(C(O6)C)O)OC7CC(C(C(O7)C)O)OC8CC(C(C(O8)C)O)(C)O)C(=C4C(=C3C)O)O)O)O. Drug 2: CC1CCCC2(C(O2)CC(NC(=O)CC(C(C(=O)C(C1O)C)(C)C)O)C(=CC3=CSC(=N3)C)C)C. Cell line: OVCAR-4. Synergy scores: CSS=56.0, Synergy_ZIP=1.11, Synergy_Bliss=0.133, Synergy_Loewe=-0.367, Synergy_HSA=1.64. (2) Drug 1: C1CC(=O)NC(=O)C1N2CC3=C(C2=O)C=CC=C3N. Drug 2: CCCS(=O)(=O)NC1=C(C(=C(C=C1)F)C(=O)C2=CNC3=C2C=C(C=N3)C4=CC=C(C=C4)Cl)F. Cell line: NCIH23. Synergy scores: CSS=3.79, Synergy_ZIP=0.529, Synergy_Bliss=4.86, Synergy_Loewe=2.07, Synergy_HSA=1.23. (3) Drug 1: C1CN1P(=S)(N2CC2)N3CC3. Drug 2: CCC1(C2=C(COC1=O)C(=O)N3CC4=CC5=C(C=CC(=C5CN(C)C)O)N=C4C3=C2)O.Cl. Cell line: SF-539. Synergy scores: CSS=42.8, Synergy_ZIP=-1.48, Synergy_Bliss=2.10, Synergy_Loewe=-11.6, Synergy_HSA=2.83. (4) Drug 1: C1=C(C(=O)NC(=O)N1)N(CCCl)CCCl. Drug 2: C1=NC(=NC(=O)N1C2C(C(C(O2)CO)O)O)N. Cell line: HL-60(TB). Synergy scores: CSS=52.0, Synergy_ZIP=-4.39, Synergy_Bliss=-5.99, Synergy_Loewe=-5.84, Synergy_HSA=-5.16. (5) Drug 1: CC1OCC2C(O1)C(C(C(O2)OC3C4COC(=O)C4C(C5=CC6=C(C=C35)OCO6)C7=CC(=C(C(=C7)OC)O)OC)O)O. Drug 2: CC1=C(C=C(C=C1)NC(=O)C2=CC=C(C=C2)CN3CCN(CC3)C)NC4=NC=CC(=N4)C5=CN=CC=C5. Cell line: NCI-H460. Synergy scores: CSS=36.7, Synergy_ZIP=3.96, Synergy_Bliss=-0.530, Synergy_Loewe=-20.5, Synergy_HSA=-1.41.